Dataset: Forward reaction prediction with 1.9M reactions from USPTO patents (1976-2016). Task: Predict the product of the given reaction. Given the reactants [OH:1][C@@H:2]1[C@@H:6]([CH3:7])[CH2:5][N:4]([C:8]([O:10]C(C)(C)C)=O)[CH2:3]1.F[C:16]1[CH:23]=[CH:22][C:21]([C:24]2[N:29]=[C:28]([NH:30][C:31]3[CH:36]=[CH:35][C:34]([N:37]4[CH2:42][CH2:41][N:40]([CH:43]5[CH2:46][O:45][CH2:44]5)[CH2:39][CH2:38]4)=[CH:33][CH:32]=3)[N:27]=[CH:26][N:25]=2)=[CH:20][C:17]=1[C:18]#[N:19].C(O)(=O)[CH2:48][OH:49], predict the reaction product. The product is: [OH:49][CH2:48][C:8]([N:4]1[CH2:5][C@H:6]([CH3:7])[C@@H:2]([O:1][C:16]2[CH:23]=[CH:22][C:21]([C:24]3[N:29]=[C:28]([NH:30][C:31]4[CH:36]=[CH:35][C:34]([N:37]5[CH2:42][CH2:41][N:40]([CH:43]6[CH2:46][O:45][CH2:44]6)[CH2:39][CH2:38]5)=[CH:33][CH:32]=4)[N:27]=[CH:26][N:25]=3)=[CH:20][C:17]=2[C:18]#[N:19])[CH2:3]1)=[O:10].